Dataset: Peptide-MHC class I binding affinity with 185,985 pairs from IEDB/IMGT. Task: Regression. Given a peptide amino acid sequence and an MHC pseudo amino acid sequence, predict their binding affinity value. This is MHC class I binding data. (1) The peptide sequence is KIQNFRVYY. The MHC is HLA-B57:01 with pseudo-sequence HLA-B57:01. The binding affinity (normalized) is 0.244. (2) The peptide sequence is GMFTDRSGSQ. The MHC is HLA-A11:01 with pseudo-sequence HLA-A11:01. The binding affinity (normalized) is 0. (3) The peptide sequence is CRAPRKKGC. The MHC is HLA-B58:01 with pseudo-sequence HLA-B58:01. The binding affinity (normalized) is 0.127. (4) The peptide sequence is IGGFINTKEY. The MHC is Mamu-B52 with pseudo-sequence Mamu-B52. The binding affinity (normalized) is 0.554. (5) The peptide sequence is FQAITVTKL. The MHC is HLA-A02:01 with pseudo-sequence HLA-A02:01. The binding affinity (normalized) is 0.367. (6) The peptide sequence is FLMAFANQIH. The MHC is HLA-A03:01 with pseudo-sequence HLA-A03:01. The binding affinity (normalized) is 0.133.